This data is from Drug-target binding data from BindingDB using IC50 measurements. The task is: Regression. Given a target protein amino acid sequence and a drug SMILES string, predict the binding affinity score between them. We predict pIC50 (pIC50 = -log10(IC50 in M); higher means more potent). Dataset: bindingdb_ic50. (1) The drug is Clc1ccc(Nc2nc(NCCN3CCOCC3)nc(Nc3ccc(Cl)cc3)n2)cc1. The target protein sequence is MNEITSPEQYDLETTALKVPPHSIEAEQAVLGGLMLDNNAWERVSDSVSDGDFYRHDHRLIFRAIYKLAEANQPIDVVTLSEQLEKEGQLAQVGGLAYLGELAKNIPSVANIKAYAQIIRERATLRQLIGISNEIADSAFHPEGRGANEILDEAERKIFEVAEARPKTGGPVGISDILVKTIDRIDYLFNTTEALTGVSTGFTDLDEKTSGLQPADLIIVAGRPSMGKTTFAMNLVENAVMRTDKAVLVYSLEMPSDSIVMRMLSSLGRIDQTKVRSGKLDDEDWPRLTSAINLLNDKKLFIDDTAGISPSEMRARTRRLVREHGDLALIMIDYLQLMQIPGSSGDNRTNEISEISRSLKALAKEFNCPVIALSQLNRSLEQRPNKRPVNSDLRESGAIEQDADVIMFVYRDEVYHPETEFKGVAEIIIGKQRNGPIGTVRLAFIGKYTRFENLAAGMYNFEDE. The pIC50 is 4.7. (2) The drug is CS(=O)(=O)c1ccc(-c2[nH]c(SC#N)cc2-c2ccc(F)cc2)cc1. The target protein (O02853) has sequence MATPNRLWMALLLLGVLGVLQTPAPAQAALQPNFEEDKFLGRWFTSGLASNSSWFLEKKKVLSMCKSVVAPAADGGLNLTSTFLRKDQCETRTLLLRPAGPPGCYSYTSPHWSSTHEVSVAETDYETYALLYTEGVRGPGQDFRMATLYSRSQNPRAEVKEHFTTFAKSLGFTEEGIVFLPKTDKCMEEHP. The pIC50 is 5.2. (3) The drug is CC(C)COc1ccc(S(=O)(=O)Nc2ccc3c(c2)n(C)c(=O)n3C)cc1. The target protein (O15164) has sequence MEVAVEKAVAAAAAASAAASGGPSAAPSGENEAESRQGPDSERGGEAARLNLLDTCAVCHQNIQSRAPKLLPCLHSFCQRCLPAPQRYLMLPAPMLGSAETPPPVPAPGSPVSGSSPFATQVGVIRCPVCSQECAERHIIDNFFVKDTTEVPSSTVEKSNQVCTSCEDNAEANGFCVECVEWLCKTCIRAHQRVKFTKDHTVRQKEEVSPEAVGVTSQRPVFCPFHKKEQLKLYCETCDKLTCRDCQLLEHKEHRYQFIEEAFQNQKVIIDTLITKLMEKTKYIKFTGNQIQNRIIEVNQNQKQVEQDIKVAIFTLMVEINKKGKALLHQLESLAKDHRMKLMQQQQEVAGLSKQLEHVMHFSKWAVSSGSSTALLYSKRLITYRLRHLLRARCDASPVTNNTIQFHCDPSFWAQNIINLGSLVIEDKESQPQMPKQNPVVEQNSQPPSGLSSNQLSKFPTQISLAQLRLQHMQQQVMAQRQQVQRRPAPVGLPNPRMQG.... The pIC50 is 5.4. (4) The compound is O=C1c2c(O)cccc2OC1O. The target protein (H9TB17) has sequence MEPSTLYFYVNGRRVTEKNVDPETMLLPYLGRNLRLTGTKYGCGGGGCGACTVMVSRYDRGTGQIRHYPACACLTPLCSLHGAAVTTVEGVGSTRTRLHPVQERIAKSHGTQCGFCTPGMVMSLYALLRSHPQPSEEQLLEALAGNLCRCTGYRPILDAGKTFCKTSGCCQSKENGVCCLDQGVNGVQEAEGEQTSQELCSEEEFVPLDPTQELIFPPELMILAQKQPQKSRVFTGDRVTWISPVTLKDLLEAKAKNPRAPVVMGNTSVGPEMKFKGVFHPVIISPDGIEELSVIKQGNEGLTLGAGLSLAQVQDVLADVVQQLPEEKTQTLCALLKQLRTLAGSQIRNMASLGGHIMSRHLDSDLNPVLAAASCTLHVPSQEGDRQIPLDEHFLSRSPSADLRPQEVLLSVTIPYSRKWEFVSAFRQAQRKRSARAIVNVGMRVFFGAGDGVISELCILYGGVGPAIVCATDACRKLVGRHWTEEMLDEACRLVLGEVA.... The pIC50 is 3.7.